From a dataset of Full USPTO retrosynthesis dataset with 1.9M reactions from patents (1976-2016). Predict the reactants needed to synthesize the given product. Given the product [F:60][C:61]1[CH:66]=[C:65]([F:67])[CH:64]=[CH:63][C:62]=1[CH:68]([NH:70][C:43](=[O:45])/[C:42](=[CH:46]/[C:47]1[CH:52]=[CH:51][C:50]([N:53]2[CH:57]=[C:56]([CH3:58])[N:55]=[CH:54]2)=[C:49]([F:59])[CH:48]=1)/[CH2:41][CH2:40][CH2:39][Cl:38])[CH3:69], predict the reactants needed to synthesize it. The reactants are: CCN(C(C)C)C(C)C.CCN=C=NCCCN(C)C.C1C=CC2N(O)N=NC=2C=1.FC(F)(F)C(O)=O.[Cl:38][CH2:39][CH2:40][CH2:41]/[C:42](=[CH:46]\[C:47]1[CH:52]=[CH:51][C:50]([N:53]2[CH:57]=[C:56]([CH3:58])[N:55]=[CH:54]2)=[C:49]([F:59])[CH:48]=1)/[C:43]([OH:45])=O.[F:60][C:61]1[CH:66]=[C:65]([F:67])[CH:64]=[CH:63][C:62]=1[CH:68]([NH2:70])[CH3:69].